This data is from Catalyst prediction with 721,799 reactions and 888 catalyst types from USPTO. The task is: Predict which catalyst facilitates the given reaction. (1) Reactant: [O:1]=[S:2]1(=[O:58])[CH2:7][CH2:6][CH:5]([CH2:8][CH2:9][NH:10][C@:11]23[CH2:54][CH2:53][C@@H:52]([C:55]([CH3:57])=[CH2:56])[C@@H:12]2[C@@H:13]2[C@@:26]([CH3:29])([CH2:27][CH2:28]3)[C@@:25]3([CH3:30])[C@@H:16]([C@:17]4([CH3:51])[C@@H:22]([CH2:23][CH2:24]3)[C:21]([CH3:32])([CH3:31])[C:20]([C:33]3[CH2:38][CH2:37][C@@:36]([CH2:49][F:50])([C:39]([O:41]CC5C=CC=CC=5)=[O:40])[CH2:35][CH:34]=3)=[CH:19][CH2:18]4)[CH2:15][CH2:14]2)[CH2:4][CH2:3]1.[OH-].[Na+]. Product: [O:58]=[S:2]1(=[O:1])[CH2:7][CH2:6][CH:5]([CH2:8][CH2:9][NH:10][C@:11]23[CH2:54][CH2:53][C@@H:52]([C:55]([CH3:57])=[CH2:56])[C@@H:12]2[C@@H:13]2[C@@:26]([CH3:29])([CH2:27][CH2:28]3)[C@@:25]3([CH3:30])[C@@H:16]([C@:17]4([CH3:51])[C@@H:22]([CH2:23][CH2:24]3)[C:21]([CH3:32])([CH3:31])[C:20]([C:33]3[CH2:38][CH2:37][C@@:36]([CH2:49][F:50])([C:39]([OH:41])=[O:40])[CH2:35][CH:34]=3)=[CH:19][CH2:18]4)[CH2:15][CH2:14]2)[CH2:4][CH2:3]1. The catalyst class is: 169. (2) Reactant: [C:1]([C:3]([CH3:14])([CH3:13])[N:4]1[CH2:9][CH2:8][N:7]([C:10]([OH:12])=[O:11])[CH2:6][CH2:5]1)#[N:2].C([O-])([O-])=O.[K+].[K+].OO.[OH2:23]. Product: [C:3]([O:11][C:10]([N:7]1[CH2:8][CH2:9][N:4]([C:3]([C:1](=[O:23])[NH2:2])([CH3:14])[CH3:13])[CH2:5][CH2:6]1)=[O:12])([CH3:14])([CH3:13])[CH3:1]. The catalyst class is: 16. (3) Reactant: [CH:1]1([CH2:7][N:8]2[C:13](=[O:14])[C:12]([C:15]([NH:17][CH2:18][C:19]([O:21]CC)=[O:20])=[O:16])=[C:11]([OH:24])[C:10]([C:25]([O:27]C)=O)=[C:9]2[OH:29])[CH2:6][CH2:5][CH2:4][CH2:3][CH2:2]1.[CH:30]1([NH2:36])[CH2:35][CH2:34][CH2:33][CH2:32][CH2:31]1. Product: [CH:30]1([NH:36][C:25]([C:10]2[C:11]([OH:24])=[C:12]([C:15]([NH:17][CH2:18][C:19]([OH:21])=[O:20])=[O:16])[C:13](=[O:14])[N:8]([CH2:7][CH:1]3[CH2:2][CH2:3][CH2:4][CH2:5][CH2:6]3)[C:9]=2[OH:29])=[O:27])[CH2:35][CH2:34][CH2:33][CH2:32][CH2:31]1. The catalyst class is: 22. (4) Reactant: [N:1]1[CH:6]=[CH:5][CH:4]=[CH:3][C:2]=1[N:7]1[CH2:12][CH2:11][NH:10][CH2:9][CH2:8]1.[F:13][C:14]([F:28])([F:27])[O:15][C:16]1[CH:21]=[CH:20][C:19]([NH:22][C:23](=[O:26])[CH2:24]Cl)=[CH:18][CH:17]=1.C(=O)([O-])[O-].[Na+].[Na+]. Product: [N:1]1[CH:6]=[CH:5][CH:4]=[CH:3][C:2]=1[N:7]1[CH2:8][CH2:9][N:10]([CH2:24][C:23]([NH:22][C:19]2[CH:18]=[CH:17][C:16]([O:15][C:14]([F:13])([F:27])[F:28])=[CH:21][CH:20]=2)=[O:26])[CH2:11][CH2:12]1. The catalyst class is: 35. (5) The catalyst class is: 368. Product: [CH3:18][S:15]([C:8]1[CH:9]=[CH:10][C:11]2[C:12]3[N:13]=[CH:14][C:2]([B:35]([OH:36])[OH:34])=[CH:3][C:4]=3[N:5]([C@H:19]([C:26]3[CH:27]=[CH:28][CH:29]=[CH:30][CH:31]=3)[CH:20]3[CH2:25][CH2:24][O:23][CH2:22][CH2:21]3)[C:6]=2[CH:7]=1)(=[O:17])=[O:16]. Reactant: Br[C:2]1[CH:14]=[N:13][C:12]2[C:11]3[CH:10]=[CH:9][C:8]([S:15]([CH3:18])(=[O:17])=[O:16])=[CH:7][C:6]=3[N:5]([C@H:19]([C:26]3[CH:31]=[CH:30][CH:29]=[CH:28][CH:27]=3)[CH:20]3[CH2:25][CH2:24][O:23][CH2:22][CH2:21]3)[C:4]=2[CH:3]=1.CC1(C)C(C)(C)[O:36][B:35](B2OC(C)(C)C(C)(C)O2)[O:34]1.C([O-])(=O)C.[K+].